From a dataset of Experimentally validated miRNA-target interactions with 360,000+ pairs, plus equal number of negative samples. Binary Classification. Given a miRNA mature sequence and a target amino acid sequence, predict their likelihood of interaction. (1) The miRNA is hsa-miR-548ai with sequence AAAGGUAAUUGCAGUUUUUCCC. The protein sequence of the target gene is MLRTRPRSPSADPAPCWSPQTPAPSPAKRRRLHQEPACPEPLAQPELEAPAEPTTSVVFLAAGSALQLPLDGVDLLLEPEPTSVLQVSLQGHTILLVPEGLQDSTHFGQPGFVAISPQGAAAQDGPQDHLVGLQEETFCEYFYQEDVCDEDADLEFLEHWASPPDDQANGNFSSIPGVPSPLSQDQVPGPSTGAEQYSPRFIWELDINMLGPFPGSPLQPLPPSPSRNPQEQLPPCPPCSPRAPRRARKRLVYE. Result: 0 (no interaction). (2) The protein sequence of the target gene is MEASWGSFNAERGWYVSVQQPEEAEAEELSPLLSNELHRQRSPGVSFGLSVFNLMNAIMGSGILGLAYVLANTGVFGFSFLLLTVALLASYSVHLLLSMCIQTAVTSYEDLGLFAFGLPGKLVVAGTIIIQNIGAMSSYLLIIKTELPAAIAEFLTGDYSRYWYLDGQTLLIIICVGIVFPLALLPKIGFLGYTSSLSFFFMMFFALVVIIKKWSIPCPLTLNYVEKGFQISNVTDDCKPKLFHFSKESAYALPTMAFSFLCHTSILPIYCELQSPSKKRMQNVTNTAIALSFLIYFISA.... The miRNA is hsa-miR-6716-3p with sequence UCCGAACUCUCCAUUCCUCUGC. Result: 0 (no interaction).